Dataset: Forward reaction prediction with 1.9M reactions from USPTO patents (1976-2016). Task: Predict the product of the given reaction. (1) The product is: [O:51]=[C:50]([N:9]([CH2:8][C:7]1[CH:6]=[CH:5][C:4]([C:3]([F:2])([F:35])[F:36])=[CH:34][CH:33]=1)[CH2:10][C:11]1[CH:12]=[CH:13][C:14]([C:17]2[O:21][N:20]=[C:19]([CH2:22][CH2:23][CH2:24][CH2:25][CH2:26][CH2:27][CH2:28][CH2:29][CH2:30][CH2:31][CH3:32])[N:18]=2)=[CH:15][CH:16]=1)[C:49]([O:48][CH2:46][CH3:47])=[O:53]. Given the reactants Cl.[F:2][C:3]([F:36])([F:35])[C:4]1[CH:34]=[CH:33][C:7]([CH2:8][NH:9][CH2:10][C:11]2[CH:16]=[CH:15][C:14]([C:17]3[O:21][N:20]=[C:19]([CH2:22][CH2:23][CH2:24][CH2:25][CH2:26][CH2:27][CH2:28][CH2:29][CH2:30][CH2:31][CH3:32])[N:18]=3)=[CH:13][CH:12]=2)=[CH:6][CH:5]=1.CCN(C(C)C)C(C)C.[CH2:46]([O:48][C:49](=[O:53])[C:50](Cl)=[O:51])[CH3:47], predict the reaction product. (2) Given the reactants [C:1](Cl)(=[O:8])[C:2]1[CH:7]=[CH:6][CH:5]=[CH:4][CH:3]=1.[C:10]([C:13]1[S:14][CH:15]=[C:16]([C:19]([O:21][CH3:22])=[O:20])[C:17]=1[OH:18])(=[O:12])[CH3:11], predict the reaction product. The product is: [C:10]([C:13]1[S:14][CH:15]=[C:16]([C:19]([O:21][CH3:22])=[O:20])[C:17]=1[O:18][C:1](=[O:8])[C:2]1[CH:7]=[CH:6][CH:5]=[CH:4][CH:3]=1)(=[O:12])[CH3:11]. (3) Given the reactants [OH:1][C:2]1[CH:7]=[CH:6][C:5]([C:8]([C:10]2[CH:15]=[CH:14][C:13]([OH:16])=[CH:12][CH:11]=2)=O)=[CH:4][CH:3]=1.[C:17]([C:22]1[CH:27]=[CH:26][C:25]([O:28][CH2:29][C:30]([O:32][CH2:33][CH3:34])=[O:31])=[CH:24][CH:23]=1)(=O)[CH2:18][CH2:19][CH3:20], predict the reaction product. The product is: [OH:1][C:2]1[CH:7]=[CH:6][C:5]([C:8]([C:10]2[CH:15]=[CH:14][C:13]([OH:16])=[CH:12][CH:11]=2)=[C:17]([C:22]2[CH:27]=[CH:26][C:25]([O:28][CH2:29][C:30]([O:32][CH2:33][CH3:34])=[O:31])=[CH:24][CH:23]=2)[CH2:18][CH2:19][CH3:20])=[CH:4][CH:3]=1. (4) Given the reactants [CH3:1][N:2]1[CH:6]=[CH:5][CH:4]=[C:3]1[C:7]([NH:9][C:10]1[CH:11]=[C:12]([CH:18]=[CH:19][CH:20]=1)[C:13]([O:15]CC)=O)=[O:8].[Cl:21][C:22]1[N:27]=[C:26]([CH3:28])[CH:25]=[CH:24][N:23]=1.[Li+].C[Si]([N-][Si](C)(C)C)(C)C.C1COCC1, predict the reaction product. The product is: [Cl:21][C:22]1[N:27]=[C:26]([CH2:28][C:13]([C:12]2[CH:11]=[C:10]([NH:9][C:7]([C:3]3[N:2]([CH3:1])[CH:6]=[CH:5][CH:4]=3)=[O:8])[CH:20]=[CH:19][CH:18]=2)=[O:15])[CH:25]=[CH:24][N:23]=1. (5) Given the reactants [Cr](Cl)([O-])(=O)=O.[NH+]1C=CC=CC=1.[OH:12][CH:13]1[CH2:18][CH2:17][CH:16]([NH:19][C:20](=[O:24])[CH:21]([CH3:23])[CH3:22])[CH2:15][CH2:14]1, predict the reaction product. The product is: [O:12]=[C:13]1[CH2:14][CH2:15][CH:16]([NH:19][C:20](=[O:24])[CH:21]([CH3:22])[CH3:23])[CH2:17][CH2:18]1.